Dataset: Forward reaction prediction with 1.9M reactions from USPTO patents (1976-2016). Task: Predict the product of the given reaction. (1) Given the reactants [CH:1]1([NH:4][C:5]2[C:10]([C:11]([NH2:13])=[O:12])=[CH:9][N:8]=[C:7]([NH:14][C:15]3[CH:20]=[CH:19][C:18]([CH:21]4[CH2:26][CH2:25][N:24]([C:27](=[O:31])[N:28]([CH3:30])[CH3:29])[CH2:23][CH2:22]4)=[CH:17][CH:16]=3)[N:6]=2)[CH2:3][CH2:2]1.N1(C(Cl)=O)CC[CH2:34][CH2:33]1, predict the reaction product. The product is: [CH:1]1([NH:4][C:5]2[C:10]([C:11]([NH2:13])=[O:12])=[CH:9][N:8]=[C:7]([NH:14][C:15]3[CH:16]=[CH:17][C:18]([CH:21]4[CH2:26][CH2:25][N:24]([C:27]([N:28]5[CH2:29][CH2:34][CH2:33][CH2:30]5)=[O:31])[CH2:23][CH2:22]4)=[CH:19][CH:20]=3)[N:6]=2)[CH2:2][CH2:3]1. (2) Given the reactants [CH3:1][C:2]([NH:21][C:22](=[O:27])[C:23]([F:26])([F:25])[F:24])([CH3:20])[CH2:3][C:4]1[CH:9]=[CH:8][C:7]([S:10][C:11]2[CH:12]=[C:13]([CH:17]=[CH:18][CH:19]=2)[C:14]([OH:16])=[O:15])=[CH:6][CH:5]=1.[OH2:28].[OH:29]OS([O-])=O.[K+], predict the reaction product. The product is: [CH3:20][C:2]([NH:21][C:22](=[O:27])[C:23]([F:26])([F:25])[F:24])([CH3:1])[CH2:3][C:4]1[CH:9]=[CH:8][C:7]([S:10]([C:11]2[CH:12]=[C:13]([CH:17]=[CH:18][CH:19]=2)[C:14]([OH:16])=[O:15])(=[O:29])=[O:28])=[CH:6][CH:5]=1. (3) Given the reactants [NH2:1][C:2]1[N:7]=[C:6]([N:8]2[C@H:13]([CH3:14])[CH2:12][CH2:11][C@H:10]([C:15]([OH:17])=O)[CH2:9]2)[CH:5]=[C:4]([C:18]2[CH:23]=[CH:22][C:21]([C:24]#[N:25])=[C:20]([F:26])[CH:19]=2)[N:3]=1.CN(C(ON1N=NC2C=CC=NC1=2)=[N+](C)C)C.F[P-](F)(F)(F)(F)F.CCN(C(C)C)C(C)C.[CH3:60][CH:61]1[CH2:66][CH2:65][CH2:64][CH:63]([NH2:67])[CH2:62]1, predict the reaction product. The product is: [NH2:1][C:2]1[N:7]=[C:6]([N:8]2[C@H:13]([CH3:14])[CH2:12][CH2:11][C@H:10]([C:15]([NH:67][CH:63]3[CH2:64][CH2:65][CH2:66][CH:61]([CH3:60])[CH2:62]3)=[O:17])[CH2:9]2)[CH:5]=[C:4]([C:18]2[CH:23]=[CH:22][C:21]([C:24]#[N:25])=[C:20]([F:26])[CH:19]=2)[N:3]=1. (4) Given the reactants [CH2:1]([Li])[CH2:2][CH2:3][CH3:4].[CH3:6][CH2:7][CH2:8][CH2:9][CH2:10][CH3:11].C(NC(C)C)(C)C.C([N-]C(C)C)(C)C.[Li+].C(OC[C@H]([O:39][C:40](=[O:45])[CH2:41][CH:42]([CH3:44])[CH3:43])C=C)C1C=CC=CC=1.C[Si](Cl)(C)C.[CH3:51][OH:52], predict the reaction product. The product is: [CH2:51]([O:52][CH2:1]/[CH:2]=[CH:3]/[CH2:4][C@@H:41]([CH:42]([CH3:44])[CH3:43])[C:40]([OH:45])=[O:39])[C:8]1[CH:7]=[CH:6][CH:11]=[CH:10][CH:9]=1. (5) Given the reactants [F:1][C:2]1[CH:3]=[CH:4][CH:5]=[C:6]2[C:11]=1[NH:10][C:9](=O)[CH:8]=[CH:7]2.P(Cl)(Cl)([Cl:15])=O, predict the reaction product. The product is: [Cl:15][C:9]1[CH:8]=[CH:7][C:6]2[C:11](=[C:2]([F:1])[CH:3]=[CH:4][CH:5]=2)[N:10]=1. (6) Given the reactants C[O:2][C:3](=[O:25])[CH2:4][N:5]1[C:13]2[C:8](=[CH:9][CH:10]=[CH:11][CH:12]=2)[C:7]([CH:14]=[C:15]2[C:23]3[C:18](=[CH:19][CH:20]=[CH:21][CH:22]=3)[NH:17][C:16]2=[O:24])=[CH:6]1.C(OC(=O)CN1C2C(=CC=CC=2)C(C=C2C3C(=CC=CC=3)NC2=O)=C1)C.[Li+].[OH-].Cl, predict the reaction product. The product is: [O:24]=[C:16]1[C:15](=[CH:14][C:7]2[C:8]3[C:13](=[CH:12][CH:11]=[CH:10][CH:9]=3)[N:5]([CH2:4][C:3]([OH:25])=[O:2])[CH:6]=2)[C:23]2[C:18](=[CH:19][CH:20]=[CH:21][CH:22]=2)[NH:17]1. (7) Given the reactants Br[C:2]1[CH2:16][C:5]2([CH2:8][N:7]([C:9]([O:11][C:12]([CH3:15])([CH3:14])[CH3:13])=[O:10])[CH2:6]2)[O:4][N:3]=1.[NH:17]1[CH2:22][CH2:21][CH:20]([C:23]([O:25][CH2:26][CH3:27])=[O:24])[CH2:19][CH2:18]1.C(=O)([O-])[O-].[Na+].[Na+].CN(C=O)C, predict the reaction product. The product is: [CH2:26]([O:25][C:23]([CH:20]1[CH2:21][CH2:22][N:17]([C:2]2[CH2:16][C:5]3([CH2:8][N:7]([C:9]([O:11][C:12]([CH3:15])([CH3:14])[CH3:13])=[O:10])[CH2:6]3)[O:4][N:3]=2)[CH2:18][CH2:19]1)=[O:24])[CH3:27].